Dataset: Full USPTO retrosynthesis dataset with 1.9M reactions from patents (1976-2016). Task: Predict the reactants needed to synthesize the given product. (1) Given the product [OH:31][CH2:30][CH2:29][O:28]/[N:27]=[C:22](/[C:19]1[N:18]=[C:17]2[N:13]([CH2:12][C:11]3[C:2]([F:1])=[C:3]4[C:8](=[CH:9][C:10]=3[F:25])[N:7]=[CH:6][CH:5]=[CH:4]4)[N:14]=[N:15][C:16]2=[N:21][CH:20]=1)\[CH3:23], predict the reactants needed to synthesize it. The reactants are: [F:1][C:2]1[C:11]([CH2:12][N:13]2[C:17]3=[N:18][C:19]([C:22](=O)[CH3:23])=[CH:20][N:21]=[C:16]3[N:15]=[N:14]2)=[C:10]([F:25])[CH:9]=[C:8]2[C:3]=1[CH:4]=[CH:5][CH:6]=[N:7]2.Cl.[NH2:27][O:28][CH2:29][CH2:30][OH:31]. (2) Given the product [CH3:38][N:37]([CH3:39])[CH:34]1[CH2:35][CH2:36][N:31]([CH2:30][C:28]2[S:29][C:24]3[C:23]([N:40]4[CH2:45][CH2:44][O:43][CH2:42][CH2:41]4)=[N:22][C:21]([N:14]4[C:15]5[C:11](=[CH:10][C:9]([OH:8])=[CH:17][CH:16]=5)[CH:12]=[CH:13]4)=[N:26][C:25]=3[CH:27]=2)[CH2:32][CH2:33]1, predict the reactants needed to synthesize it. The reactants are: C([O:8][C:9]1[CH:10]=[C:11]2[C:15](=[CH:16][CH:17]=1)[NH:14][CH:13]=[CH:12]2)C1C=CC=CC=1.[H-].[Na+].Cl[C:21]1[N:22]=[C:23]([N:40]2[CH2:45][CH2:44][O:43][CH2:42][CH2:41]2)[C:24]2[S:29][C:28]([CH2:30][N:31]3[CH2:36][CH2:35][CH:34]([N:37]([CH3:39])[CH3:38])[CH2:33][CH2:32]3)=[CH:27][C:25]=2[N:26]=1. (3) Given the product [CH2:14]([NH:16][C:2]1[N:9]=[C:8]([C:10]([F:13])([F:12])[F:11])[CH:7]=[CH:6][C:3]=1[C:4]#[N:5])[CH3:15], predict the reactants needed to synthesize it. The reactants are: Cl[C:2]1[N:9]=[C:8]([C:10]([F:13])([F:12])[F:11])[CH:7]=[CH:6][C:3]=1[C:4]#[N:5].[CH2:14]([NH2:16])[CH3:15]. (4) Given the product [CH3:27][O:26][C:24]1[CH:23]=[CH:22][C:21]2[N:20]([N:19]=[C:18]([C:28]3[CH:33]=[CH:32][CH:31]=[CH:30][CH:29]=3)[C:17]=2[CH2:16][C:14]2[CH:13]=[C:8]([CH:7]=[C:6]([CH2:5][S:2][CH3:1])[CH:15]=2)[C:9]([O:11][CH3:12])=[O:10])[CH:25]=1, predict the reactants needed to synthesize it. The reactants are: [CH3:1][S-:2].[Na+].Br[CH2:5][C:6]1[CH:7]=[C:8]([CH:13]=[C:14]([CH2:16][C:17]2[C:18]([C:28]3[CH:33]=[CH:32][CH:31]=[CH:30][CH:29]=3)=[N:19][N:20]3[CH:25]=[C:24]([O:26][CH3:27])[CH:23]=[CH:22][C:21]=23)[CH:15]=1)[C:9]([O:11][CH3:12])=[O:10].[Cl-].[NH4+].